Task: Binary Classification. Given a miRNA mature sequence and a target amino acid sequence, predict their likelihood of interaction.. Dataset: Experimentally validated miRNA-target interactions with 360,000+ pairs, plus equal number of negative samples (1) The miRNA is ath-miR156f-5p with sequence UGACAGAAGAGAGUGAGCAC. The protein sequence of the target gene is MGCLGNSSKTAEDQGVDEKERREANKKIEKQLQKERLAYKATHRLLLLGAGESGKSTIVKQMRILHVNGFNPEEKKQKILDIRKNVKDAIVTIVSAMSTIIPPVPLANPENQFRSDYIKSIAPITDFEYSQEFFDHVKKLWDDEGVKACFERSNEYQLIDCAQYFLERIDSVSLVDYTPTDQDLLRCRVLTSGIFETRFQVDKVNFHMFDVGGQRDERRKWIQCFNDVTAIIYVAACSSYNMVIREDNNTNRLRESLDLFESIWNNRWLRTISIILFLNKQDMLAEKVLAGKSKIEDYFP.... Result: 0 (no interaction). (2) The miRNA is hsa-miR-144-3p with sequence UACAGUAUAGAUGAUGUACU. The protein sequence of the target gene is MSSQSHPDGLSGRDQPVELLNPPRVNHMPSSVDVSTALPLQVAPTSVPMDLRLDHQFPMPVTEPTLREQQLQQELLALKQKQQIQRQILIAEFQRQHEQLSRQHEAQLHEHIKQQEMLAMKHQQELLEHQRKLEQHRQEQELEKQHREQKLQQLKNKEKGKESAVASTEVKMKLQEFVLNKKKALAHRNLNHCISSDPRFWYGKTQHSSLDQSSPPQSGVSGTYNHPVLGMYDSKDDFPLRKTASEPNLKLRSRLKQKVAERRSSPLLRRKDGPVVTALKKRPLDVTDSACNSAPGSGPS.... Result: 0 (no interaction). (3) The miRNA is hsa-miR-8088 with sequence CCUCGGUACUGGAAAGGGGUA. The protein sequence of the target gene is MFLEMLNPMQYNVTIMVPETVTVSAMPLLLIMGLLLLIWNCESSSSIPGPGYCLGIGPLISHGRFLWMGIGSACNYYNKMYGEFMRVWISGEETLIISKSSSMFHVMKHSHYISRFGSKRGLQCIGMHENGIIFNNNPSLWRTIRPFFMKALTGPGLVRMVEVCVESIKQHLDRLGEVTDTSGYVDVLTLMRHIMLDTSNMLFLGIPLDESAIVKKIQGYFNAWQALLIKPNIFFKISWLYRKYERSVKDLKDEIAVLVEKKRHKVSTAEKLEDCMDFATDLIFAERRGDLTKENVNQCI.... Result: 0 (no interaction). (4) The miRNA is hsa-miR-6839-5p with sequence UCUGGAUUGAAGAGACGACCCA. The protein sequence of the target gene is MSAQGDCEFLVQRARELVPQDLWAAKAWLITARSLYPADFNIQYEMYTIERNAERTATAGRLLYDMFVNFPDQPVVWREISIITSALRNDSQDKQTQFLRSLFETLPGRVQCEMLLKVTEQCFNTLERSEMLLLLLRRFPETVVQHGVGLGEALLEAETIEEQDSPVNCFRKLFVCDVLPLIINNHDVRLPANLLYKYLNKAAEFYINYVTRSTQSENQHQGAQDTSDLMSPSKRSSQKYIIEGLTEKSSHIVDPWERLFKILNVVGMRCEWQMDKGRRSCSDLLHRMKELCRYMNSFDS.... Result: 0 (no interaction). (5) The miRNA is hsa-miR-514b-3p with sequence AUUGACACCUCUGUGAGUGGA. The protein sequence of the target gene is MAQEKMELDLELPPGTGGSPAEGGGSGGGGGLRRSNSAPLIHGLSDTSPVFQAEAPSARRNSTTFPSRHGLLLPASPVRMHSSRLHQIKQEEGMDLINRETVHEREVQTAMQISHSWEESFSLSDNDVEKSASPKRIDFIPVSPAPSPTRGIGKQCFSPSLQSFVSSNGLPPSPIPSPTTRFTTRRSQSPINCIRPSVLGPLKRKCEMETEYQPKRFFQGITNMLSSDVAQLSDPGVCVSSDTLDGNSSSAGSSCNSPAKVSTTTDSPVSPAQAASPFIPLDELSSK. Result: 0 (no interaction). (6) The miRNA is hsa-miR-3671 with sequence AUCAAAUAAGGACUAGUCUGCA. The protein sequence of the target gene is MAAGKSGGSAGALFLKALDRSESKRDGGFKNNWSFDHEEESEGDADKDGANLLSVEDEDSEISKGKKLNRRSEIVATSSGDFILKTYVRRSKTDGFKTLKGNPIGLNMLSNNKKLSESTAGTALCSGTVVHGRRFHHAHSQTPGIRTAAQRKEYPPYVHKAENSPVMLSHGQGGDHIMKKTEESESYVESEIKRKVQQKRHCSTYQLSPLSPASKKCLTHLEVSEQREYCPKCGKEKENQTKCQSCGIVFHNDLQRNCRQAVTLNEPTGPLLRTSIHQNSGGQKSQNTGLTAKKFYGNSV.... Result: 0 (no interaction). (7) The miRNA is hsa-miR-365b-5p with sequence AGGGACUUUCAGGGGCAGCUGU. The protein sequence of the target gene is MYFPSWLSQLYRGLSRPIRRTTQPIWGSLYRSLLQSSQRRIPEFSSFVVRTNTCGELRSSHLGQEVTLCGWIQYRRQNTFLVLRDFDGLVQVIIPQDESAASVKKILCEAPVESVVQVSGTVISRPAGQENPKMPTGEIEIKVKTAELLNACKKLPFEIKNFVKKTEALRLQYRYLDLRSFQMQYNLRLRSQMVMKMREYLCNLHGFVDIETPTLFKRTPGGAKEFLVPSREPGKFYSLPQSPQQFKQLLMVGGLDRYFQVARCYRDEGSRPDRQPEFTQIDIEMSFVDQTGIQSLIEGL.... Result: 1 (interaction).